From a dataset of Full USPTO retrosynthesis dataset with 1.9M reactions from patents (1976-2016). Predict the reactants needed to synthesize the given product. (1) Given the product [C:1]([N:28]1[C:29]2[C:30](=[CH:33][CH:34]=[C:35]([O:36][CH3:37])[CH:31]=2)[CH:27]=[C:26]1[B:21]([OH:22])[OH:23])([O:3][C:4]([CH3:5])([CH3:6])[CH3:7])=[O:2], predict the reactants needed to synthesize it. The reactants are: [C:1](C1NC2C(C=1)=CC=CC=2)([O:3][C:4]([CH3:7])([CH3:6])[CH3:5])=[O:2].C(O[B:21]([O-:23])[O-:22])(C)C.[Li+].C[CH:26]([N-:28][CH:29]([CH3:31])[CH3:30])[CH3:27].Cl.[CH2:33]1[CH2:37][O:36][CH2:35][CH2:34]1. (2) Given the product [CH3:1][C:2]1[C:7]([NH:8][C:9]([C:11]2[S:15][C:14]([NH:16][C:17]3[CH:18]=[C:19]([N:24]4[CH2:29][CH2:28][N:27]([CH2:30][CH2:31][OH:32])[CH2:26][CH2:25]4)[N:20]=[C:21]([CH3:23])[N:22]=3)=[N:13][CH:12]=2)=[O:10])=[C:6]([Cl:33])[CH:5]=[CH:4][CH:3]=1.[CH2:41]([NH2:44])[CH2:40][CH2:39][CH2:38][CH3:43], predict the reactants needed to synthesize it. The reactants are: [CH3:1][C:2]1[C:7]([NH:8][C:9]([C:11]2[S:15][C:14]([NH:16][C:17]3[CH:18]=[C:19]([N:24]4[CH2:29][CH2:28][N:27]([CH2:30][CH2:31][OH:32])[CH2:26][CH2:25]4)[N:20]=[C:21]([CH3:23])[N:22]=3)=[N:13][CH:12]=2)=[O:10])=[C:6]([Cl:33])[CH:5]=[CH:4][CH:3]=1.ClC(O[C:38]1[CH:43]=C[C:41]([N+:44]([O-])=O)=[CH:40][CH:39]=1)=O.C1COCC1.NCCCCCN. (3) Given the product [CH3:1][C@H:2]1[CH2:6][CH2:5][CH2:4][N:3]1[CH2:7][CH2:8][CH2:9][O:10][C:11]1[CH:23]=[C:22]2[C:14]([N:15]3[C:20](=[CH:21]2)[C:19](=[O:24])[N:18]([CH2:31][C:32]([F:35])([F:34])[F:33])[CH2:17][CH2:16]3)=[N:13][CH:12]=1, predict the reactants needed to synthesize it. The reactants are: [CH3:1][C@H:2]1[CH2:6][CH2:5][CH2:4][N:3]1[CH2:7][CH2:8][CH2:9][O:10][C:11]1[CH:23]=[C:22]2[C:14]([N:15]3[C:20](=[CH:21]2)[C:19](=[O:24])[NH:18][CH2:17][CH2:16]3)=[N:13][CH:12]=1.FC(F)(F)S(O[CH2:31][C:32]([F:35])([F:34])[F:33])(=O)=O.[H-].[Na+]. (4) Given the product [CH:1]1([N:5]2[CH2:11][CH2:10][C:9]3[S:17][C:16]([C:18]4[CH:27]=[CH:26][C:21]([C:22]([NH:24][CH3:25])=[O:23])=[CH:20][CH:19]=4)=[N:15][C:8]=3[CH2:7][CH2:6]2)[CH2:4][CH2:3][CH2:2]1, predict the reactants needed to synthesize it. The reactants are: [CH:1]1([N:5]2[CH2:11][CH2:10][CH2:9][C:8](=O)[CH2:7][CH2:6]2)[CH2:4][CH2:3][CH2:2]1.BrBr.[NH2:15][C:16]([C:18]1[CH:27]=[CH:26][C:21]([C:22]([NH:24][CH3:25])=[O:23])=[CH:20][CH:19]=1)=[S:17]. (5) Given the product [F:12][C:13]1[CH:14]=[C:15]([C:19]#[C:20][C:2]2[CH:3]=[C:4]3[C:8](=[CH:9][CH:10]=2)[C:7](=[O:11])[NH:6][CH2:5]3)[CH:16]=[CH:17][CH:18]=1, predict the reactants needed to synthesize it. The reactants are: Br[C:2]1[CH:3]=[C:4]2[C:8](=[CH:9][CH:10]=1)[C:7](=[O:11])[NH:6][CH2:5]2.[F:12][C:13]1[CH:14]=[C:15]([C:19]#[CH:20])[CH:16]=[CH:17][CH:18]=1.C(NCC)C.